Predict the product of the given reaction. From a dataset of Forward reaction prediction with 1.9M reactions from USPTO patents (1976-2016). (1) Given the reactants C(N(CC)CC)C.Br[C:9]1[CH:10]=[C:11]2[C:16](=[C:17](Br)[C:18]=1[O:19][CH3:20])[CH2:15][N:14]([C:22]([O:24][C:25]([CH3:28])([CH3:27])[CH3:26])=[O:23])[C@@:13]([CH3:32])([C:29]([OH:31])=[O:30])[CH2:12]2, predict the reaction product. The product is: [C:25]([O:24][C:22]([N:14]1[C@@:13]([CH3:32])([C:29]([OH:31])=[O:30])[CH2:12][C:11]2[C:16](=[CH:17][C:18]([O:19][CH3:20])=[CH:9][CH:10]=2)[CH2:15]1)=[O:23])([CH3:28])([CH3:27])[CH3:26]. (2) The product is: [Cl:1][C:2]1[CH:10]=[C:9]2[C:5]([C:6]([CH2:22][C:21]3[CH:24]=[CH:25][CH:26]=[C:19]([Cl:18])[CH:20]=3)([C:12]3[CH:13]=[N:14][N:15]([CH3:17])[CH:16]=3)[C:7](=[O:11])[NH:8]2)=[CH:4][CH:3]=1. Given the reactants [Cl:1][C:2]1[CH:10]=[C:9]2[C:5]([CH:6]([C:12]3[CH:13]=[N:14][N:15]([CH3:17])[CH:16]=3)[C:7](=[O:11])[NH:8]2)=[CH:4][CH:3]=1.[Cl:18][C:19]1[CH:20]=[C:21]([CH:24]=[CH:25][CH:26]=1)[CH2:22]Br.[I-].[K+].C(=O)([O-])[O-].[K+].[K+], predict the reaction product. (3) Given the reactants [C:1]1([C:7]([C:19]2[CH:24]=CC=CC=2)=[N:8][NH:9][C:10]2[CH:11]=[CH:12][C:13]([F:18])=[C:14]([CH:17]=2)[C:15]#[N:16])[CH:6]=CC=C[CH:2]=1.CC(C)C(=O)CC#[N:30].Cl, predict the reaction product. The product is: [NH2:30][C:24]1[N:9]([C:10]2[CH:11]=[CH:12][C:13]([F:18])=[C:14]([CH:17]=2)[C:15]#[N:16])[N:8]=[C:7]([CH:1]([CH3:2])[CH3:6])[CH:19]=1. (4) Given the reactants C([O:8][C:9]1[CH:14]=[CH:13][C:12]([CH:15]2[O:20][CH2:19][C:18]([CH3:22])([CH3:21])[CH2:17][O:16]2)=[CH:11][C:10]=1[O:23][CH2:24][CH2:25][CH3:26])C1C=CC=CC=1, predict the reaction product. The product is: [CH3:21][C:18]1([CH3:22])[CH2:17][O:16][CH:15]([C:12]2[CH:13]=[CH:14][C:9]([OH:8])=[C:10]([O:23][CH2:24][CH2:25][CH3:26])[CH:11]=2)[O:20][CH2:19]1. (5) Given the reactants [CH2:1]([C:3]1[NH:31][C:6]2[N:7]=[C:8]([S:16][C:17]3[NH:18][C:19](=[O:30])[N:20]([CH2:24][C:25]([O:27][CH2:28][CH3:29])=[O:26])[C:21](=[O:23])[CH:22]=3)[N:9]=[C:10]([N:11]3[CH2:14][CH:13]([OH:15])[CH2:12]3)[C:5]=2[CH:4]=1)[CH3:2].[Br:32]N1C(=O)CCC1=O, predict the reaction product. The product is: [Br:32][C:4]1[C:5]2[C:10]([N:11]3[CH2:12][CH:13]([OH:15])[CH2:14]3)=[N:9][C:8]([S:16][C:17]3[NH:18][C:19](=[O:30])[N:20]([CH2:24][C:25]([O:27][CH2:28][CH3:29])=[O:26])[C:21](=[O:23])[CH:22]=3)=[N:7][C:6]=2[NH:31][C:3]=1[CH2:1][CH3:2]. (6) Given the reactants [N:1]([CH2:4][CH2:5][C:6]1[CH:7]=[CH:8][C:9]2[N:13]=[C:12]([C:14]3[CH:19]=[CH:18][CH:17]=[CH:16][CH:15]=3)[NH:11][C:10]=2[CH:20]=1)=[N+]=[N-], predict the reaction product. The product is: [C:14]1([C:12]2[NH:11][C:10]3[CH:20]=[C:6]([CH2:5][CH2:4][NH2:1])[CH:7]=[CH:8][C:9]=3[N:13]=2)[CH:19]=[CH:18][CH:17]=[CH:16][CH:15]=1.